Dataset: Reaction yield outcomes from USPTO patents with 853,638 reactions. Task: Predict the reaction yield, written as a fraction of the theoretical maximum amount of product (1.0 means a 100% yield; for example, 0.34 means a 34% yield). (1) The reactants are [Br:1][C:2]1[C:7]([F:8])=[CH:6][C:5]([OH:9])=[C:4]([O:10]C)[CH:3]=1.B(Br)(Br)Br. The catalyst is C(Cl)Cl. The product is [Br:1][C:2]1[CH:3]=[C:4]([OH:10])[C:5]([OH:9])=[CH:6][C:7]=1[F:8]. The yield is 0.960. (2) The reactants are [OH:1][C:2]1[N:7]=[C:6]([NH:8][C:9]([NH:11][C:12]2[CH:17]=[CH:16][C:15](B3OC(C)(C)C(C)(C)O3)=[CH:14][CH:13]=2)=[O:10])[CH:5]=[CH:4][CH:3]=1.Cl[C:28]1[N:29]=[C:30]([N:38]2[CH2:43][CH2:42][O:41][CH2:40][C@@H:39]2[CH3:44])[C:31]2[CH2:36][N:35]([CH3:37])[CH2:34][C:32]=2[N:33]=1. No catalyst specified. The product is [OH:1][C:2]1[N:7]=[C:6]([NH:8][C:9]([NH:11][C:12]2[CH:13]=[CH:14][C:15]([C:28]3[N:29]=[C:30]([N:38]4[CH2:43][CH2:42][O:41][CH2:40][C@@H:39]4[CH3:44])[C:31]4[CH2:36][N:35]([CH3:37])[CH2:34][C:32]=4[N:33]=3)=[CH:16][CH:17]=2)=[O:10])[CH:5]=[CH:4][CH:3]=1. The yield is 0.0920. (3) The reactants are [CH:1]1[CH:6]=[CH:5][C:4]([S:7][C:8]([C:10]2[C:33](=[O:34])[O:32][C:13]3[CH:14]=[C:15]([OH:31])[CH:16]=[C:17]([CH2:18][O:19][CH2:20][CH2:21][O:22][CH2:23][CH2:24][O:25][CH2:26][CH2:27][N:28]=[N+:29]=[N-:30])[C:12]=3[CH:11]=2)=[O:9])=[CH:3][CH:2]=1.[CH:35]1[C:40]([C:41](O)=[O:42])=[CH:39][C:38]([C:44]2[C:54]3[CH:55]=[CH:56][C:57]([OH:59])=[CH:58][C:53]=3[O:52][C:51]3[C:45]=2[CH:46]=[CH:47][C:48]([CH:50]=3)=[O:49])=[C:37]([C:60]([OH:62])=[O:61])[CH:36]=1.[C:63]([NH2:67])(=O)[C:64]#[CH:65].O=C1O[C@H]([C@H](CO)O)C([O-])=C1O.[Na+]. The catalyst is CN(C=O)C.O.[O-]S([O-])(=O)=O.[Cu+2]. The product is [CH:1]1[CH:6]=[CH:5][C:4]([S:7][C:8]([C:10]2[C:33](=[O:34])[O:32][C:13]3[CH:14]=[C:15]([OH:31])[CH:16]=[C:17]([CH2:18][O:19][CH2:20][CH2:21][O:22][CH2:23][CH2:24][O:25][CH2:26][CH2:27][N:28]4[N:29]=[N:30][C:64]([CH2:63][NH:67][C:41]([C:40]5[CH:35]=[CH:36][C:37]([C:60]([OH:62])=[O:61])=[C:38]([C:44]6[C:54]7[CH:55]=[CH:56][C:57]([OH:59])=[CH:58][C:53]=7[O:52][C:51]7[C:45]=6[CH:46]=[CH:47][C:48]([CH:50]=7)=[O:49])[CH:39]=5)=[O:42])=[CH:65]4)[C:12]=3[CH:11]=2)=[O:9])=[CH:3][CH:2]=1. The yield is 0.160. (4) The reactants are [NH2:1][C@@H:2]([C:6]1[CH:11]=[CH:10][CH:9]=[CH:8][CH:7]=1)[C:3]([OH:5])=[O:4].[OH-].[Na+].Cl[C:15]([O:17][CH3:18])=[O:16]. The catalyst is O1CCOCC1.CCOC(C)=O. The product is [CH3:18][O:17][C:15]([NH:1][C@@H:2]([C:6]1[CH:11]=[CH:10][CH:9]=[CH:8][CH:7]=1)[C:3]([OH:5])=[O:4])=[O:16]. The yield is 0.510.